This data is from Catalyst prediction with 721,799 reactions and 888 catalyst types from USPTO. The task is: Predict which catalyst facilitates the given reaction. (1) Reactant: Cl[CH2:2][C:3]([C:5]1[CH:10]=[CH:9][CH:8]=[C:7]([C@@H:11]([O:18][CH3:19])[CH2:12][CH2:13][CH2:14][CH2:15][CH2:16][CH3:17])[C:6]=1[O:20][CH3:21])=O.[NH2:22][C:23]([NH2:25])=[S:24]. Product: [CH3:21][O:20][C:6]1[C:7]([C@@H:11]([O:18][CH3:19])[CH2:12][CH2:13][CH2:14][CH2:15][CH2:16][CH3:17])=[CH:8][CH:9]=[CH:10][C:5]=1[C:3]1[N:22]=[C:23]([NH2:25])[S:24][CH:2]=1. The catalyst class is: 8. (2) Reactant: Br[C:2]1[N:6]=[C:5]([CH:7]2[CH2:12][CH2:11][CH2:10][N:9]([C:13]([C:15]3[CH:20]=[CH:19][C:18]([F:21])=[CH:17][CH:16]=3)=[O:14])[CH2:8]2)[O:4][N:3]=1.[F:22][C:23]1[CH:24]=[C:25]([OH:29])[CH:26]=[CH:27][CH:28]=1.C([O-])([O-])=O.[Cs+].[Cs+]. Product: [F:22][C:23]1[CH:24]=[C:25]([CH:26]=[CH:27][CH:28]=1)[O:29][C:2]1[N:6]=[C:5]([CH:7]2[CH2:12][CH2:11][CH2:10][N:9]([C:13]([C:15]3[CH:20]=[CH:19][C:18]([F:21])=[CH:17][CH:16]=3)=[O:14])[CH2:8]2)[O:4][N:3]=1. The catalyst class is: 12.